Dataset: Full USPTO retrosynthesis dataset with 1.9M reactions from patents (1976-2016). Task: Predict the reactants needed to synthesize the given product. (1) Given the product [I:10]/[CH:3]=[CH:2]\[C:1]([O:5][CH:6]([CH3:8])[CH3:7])=[O:4], predict the reactants needed to synthesize it. The reactants are: [C:1]([O:5][CH:6]([CH3:8])[CH3:7])(=[O:4])[C:2]#[CH:3].[Na+].[I-:10]. (2) Given the product [CH2:29]([O:28][C:26](=[O:27])[C:25]([CH:17]1[C:12](=[O:11])[CH2:13][CH2:14][N:15]([C:18]([O:20][C:21]([CH3:24])([CH3:23])[CH3:22])=[O:19])[CH2:16]1)=[O:31])[CH3:30], predict the reactants needed to synthesize it. The reactants are: [Li+].C[Si]([N-][Si](C)(C)C)(C)C.[O:11]=[C:12]1[CH2:17][CH2:16][N:15]([C:18]([O:20][C:21]([CH3:24])([CH3:23])[CH3:22])=[O:19])[CH2:14][CH2:13]1.[C:25](OCC)(=[O:31])[C:26]([O:28][CH2:29][CH3:30])=[O:27]. (3) The reactants are: Br[CH2:2][CH:3]1[CH2:8][CH2:7][N:6]([C:9]([O:11][C:12]([CH3:15])([CH3:14])[CH3:13])=[O:10])[CH2:5][CH2:4]1.[Br:16][C:17]1[CH:22]=[CH:21][C:20]([SH:23])=[CH:19][CH:18]=1.C(=O)([O-])[O-].[Cs+].[Cs+]. Given the product [Br:16][C:17]1[CH:22]=[CH:21][C:20]([S:23][CH2:2][CH:3]2[CH2:8][CH2:7][N:6]([C:9]([O:11][C:12]([CH3:15])([CH3:14])[CH3:13])=[O:10])[CH2:5][CH2:4]2)=[CH:19][CH:18]=1, predict the reactants needed to synthesize it.